Dataset: Full USPTO retrosynthesis dataset with 1.9M reactions from patents (1976-2016). Task: Predict the reactants needed to synthesize the given product. (1) The reactants are: [NH2:1][C:2]1[CH:7]=[CH:6][CH:5]=[CH:4][C:3]=1[C:8]1[NH:9][C:10]2[C:15]([CH:16]=1)=[CH:14][CH:13]=[CH:12][CH:11]=2.[C:17](O)(=[O:25])[C:18]1[C:19](=[CH:21][CH:22]=[CH:23][CH:24]=1)[OH:20]. Given the product [OH:20][C:19]1[CH:21]=[CH:22][CH:23]=[CH:24][C:18]=1[C:17]([NH:1][C:2]1[CH:7]=[CH:6][CH:5]=[CH:4][C:3]=1[C:8]1[NH:9][C:10]2[C:15]([CH:16]=1)=[CH:14][CH:13]=[CH:12][CH:11]=2)=[O:25], predict the reactants needed to synthesize it. (2) Given the product [CH3:13][C:1]1([C:7]2[CH2:11][CH:10]=[CH:9][CH:8]=2)[CH2:2][CH2:3][CH2:4][CH2:5][CH2:6]1, predict the reactants needed to synthesize it. The reactants are: [CH:1]1([C:7]2[C:11](=C)[CH:10]=[CH:9][CH:8]=2)[CH2:6][CH2:5][CH2:4][CH2:3][CH2:2]1.[CH3:13][Li]. (3) Given the product [O:1]1[C:5]2([CH2:10][CH2:9][CH:8]([NH:18][CH2:17][C:13]3[O:12][CH:16]=[CH:15][CH:14]=3)[CH2:7][CH2:6]2)[O:4][CH2:3][CH2:2]1, predict the reactants needed to synthesize it. The reactants are: [O:1]1[C:5]2([CH2:10][CH2:9][C:8](=O)[CH2:7][CH2:6]2)[O:4][CH2:3][CH2:2]1.[O:12]1[CH:16]=[CH:15][CH:14]=[C:13]1[CH2:17][NH2:18].